This data is from Forward reaction prediction with 1.9M reactions from USPTO patents (1976-2016). The task is: Predict the product of the given reaction. (1) Given the reactants [CH2:1]([Li])[CH2:2][CH2:3]C.CCCCCC.[CH3:12][N:13]([CH3:27])[C:14]1([C:21]2[CH:26]=[CH:25][CH:24]=[CH:23][CH:22]=2)[CH2:19][CH2:18][C:17](=[O:20])[CH2:16][CH2:15]1.C(Br)C=C, predict the reaction product. The product is: [CH2:3]([CH:18]1[CH2:19][C:14]([N:13]([CH3:27])[CH3:12])([C:21]2[CH:22]=[CH:23][CH:24]=[CH:25][CH:26]=2)[CH2:15][CH2:16][C:17]1=[O:20])[CH:2]=[CH2:1]. (2) Given the reactants C([Sn](CCCC)(CCCC)[C:6]1[N:11]=[CH:10][C:9]([C:12]#[N:13])=[CH:8][CH:7]=1)CCC.Br[CH2:23][C:24]1[CH:41]=[CH:40][C:27]2[CH2:28][CH2:29][N:30]([C:33]([O:35][C:36]([CH3:39])([CH3:38])[CH3:37])=[O:34])[CH2:31][CH2:32][C:26]=2[CH:25]=1, predict the reaction product. The product is: [C:12]([C:9]1[CH:8]=[CH:7][C:6]([CH2:23][C:24]2[CH:41]=[CH:40][C:27]3[CH2:28][CH2:29][N:30]([C:33]([O:35][C:36]([CH3:37])([CH3:39])[CH3:38])=[O:34])[CH2:31][CH2:32][C:26]=3[CH:25]=2)=[N:11][CH:10]=1)#[N:13]. (3) Given the reactants Cl[C:2]1[N:3]=[C:4]([N:22]2[CH2:27][CH2:26][O:25][CH2:24][CH2:23]2)[C:5]2[CH:10]=[C:9]([CH2:11][N:12]3[CH2:17][CH2:16][N:15]([S:18]([CH3:21])(=[O:20])=[O:19])[CH2:14][CH2:13]3)[S:8][C:6]=2[N:7]=1.[N+:28]([C:31]1[C:32]([NH2:46])=[N:33][CH:34]=[C:35](B2OC(C)(C)C(C)(C)O2)[CH:36]=1)([O-:30])=[O:29], predict the reaction product. The product is: [CH3:21][S:18]([N:15]1[CH2:16][CH2:17][N:12]([CH2:11][C:9]2[S:8][C:6]3[N:7]=[C:2]([C:35]4[CH:36]=[C:31]([N+:28]([O-:30])=[O:29])[C:32]([NH2:46])=[N:33][CH:34]=4)[N:3]=[C:4]([N:22]4[CH2:27][CH2:26][O:25][CH2:24][CH2:23]4)[C:5]=3[CH:10]=2)[CH2:13][CH2:14]1)(=[O:20])=[O:19]. (4) Given the reactants [N+:1]([C:4]1[CH:12]=[C:11]2[C:7]([CH:8]=[N:9][NH:10]2)=[CH:6][CH:5]=1)([O-:3])=[O:2].[O:13]1[CH:18]=[CH:17][CH2:16][CH2:15][CH2:14]1.CC1C=CC(S(O)(=O)=O)=CC=1, predict the reaction product. The product is: [N+:1]([C:4]1[CH:12]=[C:11]2[C:7]([CH:8]=[N:9][N:10]2[CH:14]2[CH2:15][CH2:16][CH2:17][CH2:18][O:13]2)=[CH:6][CH:5]=1)([O-:3])=[O:2]. (5) Given the reactants [OH:1][CH2:2][CH2:3][N:4]([CH:22]([CH3:24])[CH3:23])[C:5]([C:7]1[S:8][C:9]2[CH2:10][CH2:11][O:12][C:13]3[CH:20]=[CH:19][C:18](Br)=[CH:17][C:14]=3[C:15]=2[N:16]=1)=[O:6].CC1(C)C(C)(C)OB([C:33]2[CH:34]=[N:35][C:36]([NH2:39])=[N:37][CH:38]=2)O1, predict the reaction product. The product is: [OH:1][CH2:2][CH2:3][N:4]([CH:22]([CH3:24])[CH3:23])[C:5]([C:7]1[S:8][C:9]2[CH2:10][CH2:11][O:12][C:13]3[CH:20]=[CH:19][C:18]([C:33]4[CH:34]=[N:35][C:36]([NH2:39])=[N:37][CH:38]=4)=[CH:17][C:14]=3[C:15]=2[N:16]=1)=[O:6].